This data is from Catalyst prediction with 721,799 reactions and 888 catalyst types from USPTO. The task is: Predict which catalyst facilitates the given reaction. Reactant: [CH3:1][C:2]1[CH:10]=[CH:9][CH:8]=[C:7]2[C:3]=1[CH:4]=[CH:5][NH:6]2.[Na].O.[OH-].[Na+]. Product: [CH3:1][C:2]1[CH:10]=[CH:9][CH:8]=[C:7]2[C:3]=1[CH2:4][CH2:5][NH:6]2. The catalyst class is: 15.